From a dataset of Full USPTO retrosynthesis dataset with 1.9M reactions from patents (1976-2016). Predict the reactants needed to synthesize the given product. (1) The reactants are: [H-].[Na+].[NH2:3][C:4]([CH3:8])([CH3:7])[CH2:5][OH:6].Br[CH2:10][C:11]([CH3:13])=[CH2:12]. Given the product [CH3:7][C:4]([NH2:3])([CH3:8])[CH2:5][O:6][CH2:12][C:11]([CH3:13])=[CH2:10], predict the reactants needed to synthesize it. (2) Given the product [F:39][C:21]([F:20])([F:38])[C:22]1[C:27]([C:9]2[CH:10]=[C:11]([N:13]3[CH2:18][CH2:17][O:16][CH2:15][CH2:14]3)[N:12]=[C:7]([N:4]3[CH2:5][CH2:6][O:1][CH2:2][CH2:3]3)[N:8]=2)=[CH:26][N:25]=[C:24]([NH2:37])[CH:23]=1, predict the reactants needed to synthesize it. The reactants are: [O:1]1[CH2:6][CH2:5][N:4]([C:7]2[N:12]=[C:11]([N:13]3[CH2:18][CH2:17][O:16][CH2:15][CH2:14]3)[CH:10]=[C:9](Cl)[N:8]=2)[CH2:3][CH2:2]1.[F:20][C:21]([F:39])([F:38])[C:22]1[C:27](B2OC(C)(C)C(C)(C)O2)=[CH:26][N:25]=[C:24]([NH2:37])[CH:23]=1. (3) Given the product [Cl:31][C:28]1[CH:29]=[CH:30][C:25]([NH:1][CH2:2][C@@H:3]2[C@H:8]([CH3:9])[CH2:7][CH2:6][CH2:5][N:4]2[C:10]([C:12]2[CH:17]=[C:16]([F:18])[CH:15]=[CH:14][C:13]=2[N:19]2[N:23]=[CH:22][CH:21]=[N:20]2)=[O:11])=[N:26][CH:27]=1, predict the reactants needed to synthesize it. The reactants are: [NH2:1][CH2:2][C@@H:3]1[C@H:8]([CH3:9])[CH2:7][CH2:6][CH2:5][N:4]1[C:10]([C:12]1[CH:17]=[C:16]([F:18])[CH:15]=[CH:14][C:13]=1[N:19]1[N:23]=[CH:22][CH:21]=[N:20]1)=[O:11].Br[C:25]1[CH:30]=[CH:29][C:28]([Cl:31])=[CH:27][N:26]=1.